From a dataset of Forward reaction prediction with 1.9M reactions from USPTO patents (1976-2016). Predict the product of the given reaction. The product is: [F:30][C:31]([F:44])([F:43])[S:32]([NH:1][C@H:2]1[CH2:10][C:9]2[C:4](=[CH:5][CH:6]=[C:7]([CH2:11][N:12]3[CH:16]=[C:15]([CH2:17][OH:18])[C:14]([C:19]([F:22])([F:21])[F:20])=[N:13]3)[CH:8]=2)[CH2:3]1)(=[O:34])=[O:33]. Given the reactants [NH2:1][C@H:2]1[CH2:10][C:9]2[C:4](=[CH:5][CH:6]=[C:7]([CH2:11][N:12]3[CH:16]=[C:15]([CH2:17][OH:18])[C:14]([C:19]([F:22])([F:21])[F:20])=[N:13]3)[CH:8]=2)[CH2:3]1.C(N(CC)CC)C.[F:30][C:31]([F:44])([F:43])[S:32](O[S:32]([C:31]([F:44])([F:43])[F:30])(=[O:34])=[O:33])(=[O:34])=[O:33], predict the reaction product.